From a dataset of Full USPTO retrosynthesis dataset with 1.9M reactions from patents (1976-2016). Predict the reactants needed to synthesize the given product. (1) The reactants are: [OH:1][NH:2][C:3](=O)[CH3:4].CC(C)([O-])C.[K+].[C:12]12([CH2:22][O:23][C:24]3[C:31]([Cl:32])=[CH:30]C(C#N)=[C:26](F)[CH:25]=3)[CH2:21][CH:16]3[CH2:17][CH:18]([CH2:20][CH:14]([CH2:15]3)[CH2:13]1)[CH2:19]2.C[N:35](C=O)C. Given the product [C:12]12([CH2:22][O:23][C:24]3[C:31]([Cl:32])=[CH:30][C:4]4[C:3]([NH2:35])=[N:2][O:1][C:26]=4[CH:25]=3)[CH2:21][CH:16]3[CH2:15][CH:14]([CH2:20][CH:18]([CH2:17]3)[CH2:19]1)[CH2:13]2, predict the reactants needed to synthesize it. (2) Given the product [Br:20][CH2:17][C:3]1[C:2]([Cl:1])=[CH:7][C:6]([O:8][CH2:9][C:10]2[CH:15]=[CH:14][CH:13]=[CH:12][CH:11]=2)=[CH:5][C:4]=1[Cl:16], predict the reactants needed to synthesize it. The reactants are: [Cl:1][C:2]1[CH:7]=[C:6]([O:8][CH2:9][C:10]2[CH:15]=[CH:14][CH:13]=[CH:12][CH:11]=2)[CH:5]=[C:4]([Cl:16])[C:3]=1[CH2:17]O.P(Br)(Br)[Br:20].C([O-])(O)=O.[Na+]. (3) Given the product [Cl:10][C:7]1[CH:8]=[CH:9][C:2]([F:1])=[C:3]([CH:4]=[N:28][C:26]([O:35][Si:13]([CH3:15])([CH3:14])[CH3:12])=[CH2:27])[CH:6]=1, predict the reactants needed to synthesize it. The reactants are: [F:1][C:2]1[CH:9]=[CH:8][C:7]([Cl:10])=[CH:6][C:3]=1[CH:4]=O.[Li+].[CH3:12][Si:13]([N-][Si:13]([CH3:15])([CH3:14])[CH3:12])([CH3:15])[CH3:14].C[Si](Cl)(C)C.[CH2:26]([N:28](CC)CC)[CH3:27].C(Cl)(=[O:35])C. (4) Given the product [CH2:1]([CH:3]([C:6]1[C:14]2[NH:13][C:12](=[O:15])[N:11]([C:22]([O:24][C:25]([CH3:28])([CH3:27])[CH3:26])=[O:23])[C:10]=2[CH:9]=[CH:8][CH:7]=1)[CH2:4][CH3:5])[CH3:2], predict the reactants needed to synthesize it. The reactants are: [CH2:1]([CH:3]([C:6]1[C:14]2[NH:13][C:12](=[O:15])[NH:11][C:10]=2[CH:9]=[CH:8][CH:7]=1)[CH2:4][CH3:5])[CH3:2].C(=O)([O-])[O-].[K+].[K+].[C:22](O[C:22]([O:24][C:25]([CH3:28])([CH3:27])[CH3:26])=[O:23])([O:24][C:25]([CH3:28])([CH3:27])[CH3:26])=[O:23].